This data is from Full USPTO retrosynthesis dataset with 1.9M reactions from patents (1976-2016). The task is: Predict the reactants needed to synthesize the given product. (1) Given the product [N:30]1[CH:35]=[CH:34][CH:33]=[CH:32][C:31]=1[CH2:36][N:4]1[C:5]2[CH:10]=[CH:9][C:8]([NH:11][C:12]([C:14]3[C:15]([C:20]4[CH:25]=[CH:24][C:23]([C:26]([F:27])([F:29])[F:28])=[CH:22][CH:21]=4)=[CH:16][CH:17]=[CH:18][CH:19]=3)=[O:13])=[CH:7][C:6]=2[O:1][CH2:2][CH2:3]1, predict the reactants needed to synthesize it. The reactants are: [O:1]1[C:6]2[CH:7]=[C:8]([NH:11][C:12]([C:14]3[C:15]([C:20]4[CH:25]=[CH:24][C:23]([C:26]([F:29])([F:28])[F:27])=[CH:22][CH:21]=4)=[CH:16][CH:17]=[CH:18][CH:19]=3)=[O:13])[CH:9]=[CH:10][C:5]=2[NH:4][CH2:3][CH2:2]1.[N:30]1[CH:35]=[CH:34][CH:33]=[CH:32][C:31]=1[CH:36]=O.C(O[BH-](OC(=O)C)OC(=O)C)(=O)C.[Na+].C(=O)([O-])[O-].[K+].[K+]. (2) The reactants are: [CH:1]1([N:7]2[C:10](=[O:11])[C:9]([CH3:13])([CH3:12])[NH:8]2)[CH2:6][CH2:5][CH2:4][CH2:3][CH2:2]1.[CH3:14][C:15]1[CH:23]=[CH:22][CH:21]=[CH:20][C:16]=1[C:17](Cl)=[O:18]. Given the product [CH:1]1([N:7]2[C:10](=[O:11])[C:9]([CH3:13])([CH3:12])[N:8]2[C:17]([C:16]2[CH:20]=[CH:21][CH:22]=[CH:23][C:15]=2[CH3:14])=[O:18])[CH2:2][CH2:3][CH2:4][CH2:5][CH2:6]1, predict the reactants needed to synthesize it. (3) Given the product [CH3:19][N:14]([S:15]([CH3:18])(=[O:16])=[O:17])[C:12]1[CH:11]=[C:7]([CH:6]=[C:5]([C:20]([NH:25][C@@H:24]([C:39]2[CH:38]=[CH:37][CH:36]=[CH:35][CH:40]=2)[CH3:23])=[O:22])[CH:13]=1)[C:8]([OH:10])=[O:9], predict the reactants needed to synthesize it. The reactants are: COC([C:5]1([C:20]([OH:22])=O)[CH:13]=[C:12]([N:14]([CH3:19])[S:15]([CH3:18])(=[O:17])=[O:16])[CH:11]=[C:7]([C:8]([OH:10])=[O:9])[CH2:6]1)=O.[CH3:23][CH2:24][N:25]=C=NCCCN(C)C.Cl.[CH:35]1[CH:36]=[CH:37][C:38]2N(O)N=N[C:39]=2[CH:40]=1.O. (4) Given the product [CH3:32][O:33][N:34]=[C:1]([C:4]1[CH:31]=[CH:30][C:7]2[N:8]([CH2:12][CH2:13][O:14][C:15]3[CH:29]=[CH:28][C:18]([O:19][C:20]([CH3:27])([CH3:26])[C:21]([O:23][CH2:24][CH3:25])=[O:22])=[CH:17][CH:16]=3)[C:9](=[O:11])[S:10][C:6]=2[CH:5]=1)[CH3:2], predict the reactants needed to synthesize it. The reactants are: [C:1]([C:4]1[CH:31]=[CH:30][C:7]2[N:8]([CH2:12][CH2:13][O:14][C:15]3[CH:29]=[CH:28][C:18]([O:19][C:20]([CH3:27])([CH3:26])[C:21]([O:23][CH2:24][CH3:25])=[O:22])=[CH:17][CH:16]=3)[C:9](=[O:11])[S:10][C:6]=2[CH:5]=1)(=O)[CH3:2].[CH3:32][O:33][NH2:34]. (5) Given the product [NH2:36][CH2:37][CH2:38][CH2:39][C:40]([N:25]1[CH2:26][CH2:27][CH2:28][C@@H:23]([C:7]([OH:8])([C:9]2[CH:14]=[CH:13][CH:12]=[CH:11][C:10]=2[O:15][C:16]2[CH:21]=[CH:20][CH:19]=[CH:18][C:17]=2[CH3:22])[CH2:6][CH2:5][CH2:4][CH2:3][O:2][CH3:1])[CH2:24]1)=[O:41], predict the reactants needed to synthesize it. The reactants are: [CH3:1][O:2][CH2:3][CH2:4][CH2:5][CH2:6][C:7]([C@@H:23]1[CH2:28][CH2:27][CH2:26][NH:25][CH2:24]1)([C:9]1[CH:14]=[CH:13][CH:12]=[CH:11][C:10]=1[O:15][C:16]1[CH:21]=[CH:20][CH:19]=[CH:18][C:17]=1[CH3:22])[OH:8].C(OC([NH:36][CH2:37][CH2:38][CH2:39][C:40](O)=[O:41])=O)(C)(C)C.